From a dataset of Reaction yield outcomes from USPTO patents with 853,638 reactions. Predict the reaction yield, written as a fraction of the theoretical maximum amount of product (1.0 means a 100% yield; for example, 0.34 means a 34% yield). (1) The reactants are Cl[C:2]1[CH:7]=[C:6]([Cl:8])[N:5]=[N:4][C:3]=1[C:9]([O:11][CH3:12])=[O:10].[CH3:13][S:14]([C:17]1[CH:18]=[CH:19][C:20]([NH2:23])=[N:21][CH:22]=1)(=[O:16])=[O:15].CC1(C)C2C(=C(P(C3C=CC=CC=3)C3C=CC=CC=3)C=CC=2)OC2C(P(C3C=CC=CC=3)C3C=CC=CC=3)=CC=CC1=2.C(=O)([O-])[O-].[Cs+].[Cs+]. The catalyst is C1C=CC(/C=C/C(/C=C/C2C=CC=CC=2)=O)=CC=1.C1C=CC(/C=C/C(/C=C/C2C=CC=CC=2)=O)=CC=1.C1C=CC(/C=C/C(/C=C/C2C=CC=CC=2)=O)=CC=1.[Pd].[Pd].O1CCOCC1. The product is [Cl:8][C:6]1[N:5]=[N:4][C:3]([C:9]([O:11][CH3:12])=[O:10])=[C:2]([NH:23][C:20]2[CH:19]=[CH:18][C:17]([S:14]([CH3:13])(=[O:16])=[O:15])=[CH:22][N:21]=2)[CH:7]=1. The yield is 0.190. (2) The reactants are [OH:1][CH2:2][C:3]1[CH:4]=[C:5]2[C:9](=[CH:10][CH:11]=1)[CH2:8][N:7]([C:12]([O:14][C:15]([CH3:18])([CH3:17])[CH3:16])=[O:13])[CH2:6]2.CCN(C(C)C)C(C)C.[S:28](Cl)([CH3:31])(=[O:30])=[O:29]. The catalyst is C(Cl)Cl. The product is [CH3:31][S:28]([O:1][CH2:2][C:3]1[CH:4]=[C:5]2[C:9](=[CH:10][CH:11]=1)[CH2:8][N:7]([C:12]([O:14][C:15]([CH3:18])([CH3:17])[CH3:16])=[O:13])[CH2:6]2)(=[O:30])=[O:29]. The yield is 1.00. (3) The reactants are [NH2:1][C:2]1[C:3]([C:25](OCC)=[O:26])=[N:4][C:5]([NH:17][C:18]2[CH:23]=[CH:22][C:21]([OH:24])=[CH:20][CH:19]=2)=[N:6][C:7]=1[NH:8][C:9]1[CH:14]=[CH:13][CH:12]=[CH:11][C:10]=1[O:15][CH3:16].OC1C=CC([NH:37]C2N=C(C(OCC)=O)C([N+]([O-])=O)=C(NC3C=CC=CC=3OC)N=2)=CC=1.[CH2:61]([OH:63])C. The product is [OH:24][C:21]1[CH:22]=[CH:23][C:18]([NH:17][C:5]2[N:6]=[C:7]3[C:2]([NH:1][C:61](=[O:63])[N:8]3[C:9]3[CH:14]=[CH:13][CH:12]=[CH:11][C:10]=3[O:15][CH3:16])=[C:3]([C:25]([NH2:37])=[O:26])[N:4]=2)=[CH:19][CH:20]=1. The catalyst is [Pd]. The yield is 0.980. (4) The reactants are [NH2:1][C:2]1[N:6]([C:7]2[CH:12]=[CH:11][CH:10]=[CH:9][CH:8]=2)[N:5]=[C:4]([C:13]([CH3:17])([CH3:16])[C:14]#N)[CH:3]=1.[OH-:18].[Na+].CC[OH:22]. No catalyst specified. The product is [NH2:1][C:2]1[N:6]([C:7]2[CH:12]=[CH:11][CH:10]=[CH:9][CH:8]=2)[N:5]=[C:4]([C:13]([CH3:17])([CH3:16])[C:14]([OH:22])=[O:18])[CH:3]=1. The yield is 0.390.